This data is from Experimentally validated miRNA-target interactions with 360,000+ pairs, plus equal number of negative samples. The task is: Binary Classification. Given a miRNA mature sequence and a target amino acid sequence, predict their likelihood of interaction. (1) The protein sequence of the target gene is MVFGEFFHRPGQDEELVNLNVGGFKQSVDQSTLLRFPHTRLGKLLTCHSEEAILELCDDYSVADKEYYFDRNPSLFRYVLNFYYTGKLHVMEELCVFSFCQEIEYWGINELFIDSCCSNRYQERKEENHEKDWDQKSHDVSTDSSFEESSLFEKELEKFDTLRFGQLRKKIWIRMENPAYCLSAKLIAISSLSVVLASIVAMCVHSMSEFQNEDGEVDDPVLEGVEIACIAWFTGELAVRLAAAPCQKKFWKNPLNIIDFVSIIPFYATLAVDTKEEESEDIENMGKVVQILRLMRIFRI.... Result: 1 (interaction). The miRNA is hsa-miR-215-5p with sequence AUGACCUAUGAAUUGACAGAC. (2) The miRNA is hsa-miR-211-5p with sequence UUCCCUUUGUCAUCCUUCGCCU. The protein sequence of the target gene is MGSDKRVSRTERSGRYGSIIDRDDRDERESRSRRRDSDYKRSSDDRRGDRYDDYRDYDSPERERERRNSDRSEDGYHSDGDYGEHDYRHDISDERESKTIMLRGLPITITESDIREMMESFEGPQPADVRLMKRKTGVSRGFAFVEFYHLQDATSWMEANQKKLVIQGKHIAMHYSNPRPKFEDWLCNKCCLNNFRKRLKCFRCGADKFDSEQEVPPGTTESVQSVDYYCDTIILRNIAPHTVVDSIMTALSPYASLAVNNIRLIKDKQTQQNRGFAFVQLSSAMDASQLLQILQSLHPP.... Result: 0 (no interaction). (3) The miRNA is hsa-miR-1304-3p with sequence UCUCACUGUAGCCUCGAACCCC. The protein sequence of the target gene is MSSAPRSPTPRPRRMKKDESFLGKLGGTLARKRRAREVSDLQEEGKNAINSPMSPALVDVHPEDTQLEENEERTMIDPTSKEDPKFKELVKVLLDWINDVLVEERIIVKQLEEDLYDGQVLQKLLEKLAGCKLNVAEVTQSEIGQKQKLQTVLEAVHDLLRPRGWALRWSVDSIHGKNLVAILHLLVSLAMHFRAPIRLPEHVTVQVVVVRKREGLLHSSHISEELTTTTEMMMGRFERDAFDTLFDHAPDKLSVVKKSLITFVNKHLNKLNLEVTELETQFADGVYLVLLMGLLEDYFV.... Result: 1 (interaction). (4) The miRNA is hsa-miR-515-3p with sequence GAGUGCCUUCUUUUGGAGCGUU. The protein sequence of the target gene is MSESLVVCDVAEDLVEKLRKFRFRKETHNAAIIMKIDKDKRLVVLDEELEGVSPDELKDELPERQPRFIVYSYKYQHDDGRVSYPLCFIFSSPLGCKPEQQMMYAGSKNKLVQTAELTKVFEIRNTEDLTEEWLREKLGFFH. Result: 0 (no interaction). (5) The miRNA is rno-miR-331-3p with sequence GCCCCUGGGCCUAUCCUAGAA. The protein sequence of the target gene is MTRRRSRPSGGAGRRERARAAGPQKPQAPEPPPPPSLEAGAGAGPPEAPAEPDHDGPREDDEPNLVPGPQVPPASSQPVQTCCLLCHRERKGWEEGPSQNGLVLQGEKLPPDFMPKLVKNLLGEMPLWVCQSCRKSMEEDERQTGREHAVAISLSHTSCKSQSCGDDSHSSSSSSSSSSSSSSSSCPGNSGDWDPSSFLSAHKLSGLWNSPHSSGAMPGSSLGSPPTIPGEAFPVSEHHQHSDLTAPPNSPTGHHPQPASLIPSHPSSFGSPPHPHLLPTTPAAPFPAQASECPVAAATA.... Result: 0 (no interaction). (6) The miRNA is cel-miR-55-3p with sequence UACCCGUAUAAGUUUCUGCUGAG. The protein sequence of the target gene is MAPLRFSANLSWLFPELSGLPARVRAAGSSGFEAVEVAWPYAETPEALARAAREAGLRLVLINTPPGDQEKGEMGLGAVPGRQAAFREGLEQAVRYAKALGCPRIHLMAGRVPQGADRIAVKAEMEAVFLENLRHAAGVLAQEDLVGLLEPINTRITDPQYFLDTPQQAAAILQKVGRPNLQLQMDIFHWQIMDGNLTGNIREFLPIVGHVQVAQVPGRGEPSSPGELNFPYLFQLLEDEGYKGFVGCEYQPRGDTVEGLSWLRSYWDRRGHPEAGQ. Result: 0 (no interaction). (7) The miRNA is cel-miR-58b-3p with sequence AGAGAUCAACCAUUGAGAUCCAA. Result: 0 (no interaction). The protein sequence of the target gene is MGRLVAVGLLGIALALLGERLLALRNRLKASREVESVDLPHCHLIKGIEAGSEDIDILPNGLAFFSVGLKFPGLHSFAPDKPGGILMMDLKEEKPRARELRISRGFDLASFNPHGISTFIDNDDTVYLFVVNHPEFKNTVEIFKFEEAENSLLHLKTVKHELLPSVNDITAVGPAHFYATNDHYFSDPFLKYLETYLNLHWANVVYYSPNEVKVVAEGFDSANGINISPDDKYIYVADILAHEIHVLEKHTNMNLTQLKVLELDTLVDNLSIDPSSGDIWVGCHPNGQKLFVYDPNNPPS.... (8) The miRNA is hsa-miR-449c-5p with sequence UAGGCAGUGUAUUGCUAGCGGCUGU. The protein sequence of the target gene is MAPRKNAKGGGGNSSSSGSGSGSGSGSPSTGSSGSSSSPGARREAKHGGHKNGRRGGISGGSFFTWFMVIALLGVWTSVAVVWFDLVDYEEVLGKLGVYDADGDGDFDVDDAKVLLGLKERSPSERTFPPEEEAETHAELEEQAPEGADIQNVEDEVKEQIQSLLQESVHTDHDLEADGLAGEPQPEVEDFLTVTDSDDRFEDLEPGTVHEEIEDTYHVEDTASQNHPNDMEEMTNEQENSDPSEAVTDAGVLLPHAEEVRHQDYDEPVYEPSEHEGVAISDNTIDDSSIISEEINVASV.... Result: 0 (no interaction). (9) The miRNA is hsa-miR-4647 with sequence GAAGAUGGUGCUGUGCUGAGGAA. Result: 0 (no interaction). The protein sequence of the target gene is MSSFTKDEFDCHILDEGFTAKDILDQKINEVSSSDDKDAFYVADLGDILKKHLRWLKALPRVTPFYAVKCNDSRAIVSTLAAIGTGFDCASKTEIQLVQGLGVPAERVIYANPCKQVSQIKYAASNGVQMMTFDSEIELMKVARAHPKAKLVLRIATDDSKAVCRLSVKFGATLKTSRLLLERAKELNIDVIGVSFHVGSGCTDPETFVQAVSDARCVFDMATEVGFSMHLLDIGGGFPGSEDTKLKFEEITSVINPALDKYFPSDSGVRIIAEPGRYYVASAFTLAVNIIAKKTVWKEQ....